This data is from Reaction yield outcomes from USPTO patents with 853,638 reactions. The task is: Predict the reaction yield, written as a fraction of the theoretical maximum amount of product (1.0 means a 100% yield; for example, 0.34 means a 34% yield). (1) The reactants are [OH:1][C:2]1[CH:3]=[N:4][CH:5]=[CH:6][CH:7]=1.Cl[CH2:9][CH2:10][OH:11].C([O-])([O-])=O.[K+].[K+]. The catalyst is CN(C=O)C. The product is [N:4]1[CH:5]=[CH:6][CH:7]=[C:2]([O:1][CH2:9][CH2:10][OH:11])[CH:3]=1. The yield is 0.190. (2) The reactants are [CH2:1]([N:3]1[C:8]2[N:9]=[C:10]([NH:13][C:14]3[CH:19]=[CH:18][C:17]([OH:20])=[CH:16][CH:15]=3)[N:11]=[CH:12][C:7]=2[CH:6]=[CH:5][C:4]1=[O:21])[CH3:2].[CH3:22][O:23][CH2:24][CH2:25]Br.C(=O)([O-])[O-].[K+].[K+].O. The catalyst is CN(C)C=O. The product is [CH2:1]([N:3]1[C:8]2[N:9]=[C:10]([NH:13][C:14]3[CH:19]=[CH:18][C:17]([O:20][CH2:25][CH2:24][O:23][CH3:22])=[CH:16][CH:15]=3)[N:11]=[CH:12][C:7]=2[CH:6]=[CH:5][C:4]1=[O:21])[CH3:2]. The yield is 0.560.